This data is from Forward reaction prediction with 1.9M reactions from USPTO patents (1976-2016). The task is: Predict the product of the given reaction. (1) Given the reactants [CH3:1][O:2][C:3]1[CH:8]=[CH:7][C:6]([C@@H:9]2[C@@H:14]([O:15][CH2:16][C:17]3[CH:18]=[CH:19][C:20]4[O:25][CH2:24][CH2:23][N:22]([CH2:26][CH2:27][CH2:28][O:29][CH3:30])[C:21]=4[CH:31]=3)[CH2:13][N:12]([S:32]([C:35]3[CH:40]=[CH:39][C:38]([CH3:41])=[CH:37][CH:36]=3)(=[O:34])=[O:33])[C@@H:11]([CH2:42][C:43]([CH3:46])([OH:45])[CH3:44])[CH2:10]2)=[CH:5][CH:4]=1.[H-].[K+].[CH3:49][N:50]([CH3:54])[C:51](Cl)=[O:52].O, predict the reaction product. The product is: [CH3:1][O:2][C:3]1[CH:8]=[CH:7][C:6]([C@@H:9]2[C@@H:14]([O:15][CH2:16][C:17]3[CH:18]=[CH:19][C:20]4[O:25][CH2:24][CH2:23][N:22]([CH2:26][CH2:27][CH2:28][O:29][CH3:30])[C:21]=4[CH:31]=3)[CH2:13][N:12]([S:32]([C:35]3[CH:40]=[CH:39][C:38]([CH3:41])=[CH:37][CH:36]=3)(=[O:34])=[O:33])[C@@H:11]([CH2:42][C:43]([O:45][C:51](=[O:52])[N:50]([CH3:54])[CH3:49])([CH3:46])[CH3:44])[CH2:10]2)=[CH:5][CH:4]=1. (2) Given the reactants [CH2:1]([O:8][C:9]([N:11]1[CH2:15][C@H:14]([O:16]C(C)(C)C)[CH2:13][C@H:12]1[C:21]1[O:22][C:23]([CH3:26])=[CH:24][N:25]=1)=[O:10])[C:2]1[CH:7]=[CH:6][CH:5]=[CH:4][CH:3]=1.FC(F)(F)C(O)=O.C(=O)(O)[O-].[Na+], predict the reaction product. The product is: [CH2:1]([O:8][C:9]([N:11]1[CH2:15][C@H:14]([OH:16])[CH2:13][C@H:12]1[C:21]1[O:22][C:23]([CH3:26])=[CH:24][N:25]=1)=[O:10])[C:2]1[CH:7]=[CH:6][CH:5]=[CH:4][CH:3]=1. (3) The product is: [CH2:32]([O:20][C:19](=[O:21])[C:18]1[CH:22]=[CH:23][CH:24]=[C:16]([C:12]2[CH2:13][CH2:14][CH2:15][C:11]=2[C:9]2[CH:10]=[C:5]([S:2]([CH3:1])(=[O:3])=[O:4])[CH:6]=[CH:7][C:8]=2[O:25][CH2:11][C:9]2[CH:10]=[CH:5][CH:6]=[CH:7][CH:8]=2)[CH:17]=1)[C:33]1[CH:38]=[CH:37][CH:36]=[CH:35][CH:34]=1. Given the reactants [CH3:1][S:2]([C:5]1[CH:6]=[CH:7][C:8]([OH:25])=[C:9]([C:11]2[CH2:15][CH2:14][CH2:13][C:12]=2[C:16]2[CH:17]=[C:18]([CH:22]=[CH:23][CH:24]=2)[C:19]([OH:21])=[O:20])[CH:10]=1)(=[O:4])=[O:3].C(=O)([O-])[O-].[K+].[K+].[CH2:32](Br)[C:33]1[CH:38]=[CH:37][CH:36]=[CH:35][CH:34]=1, predict the reaction product. (4) Given the reactants [OH:1][C:2]1[CH:9]=[CH:8][C:5]([CH:6]=[O:7])=[CH:4][C:3]=1[O:10][CH3:11].[CH:12](O)(C)[CH3:13].[OH-].[Na+], predict the reaction product. The product is: [CH2:12]([O:1][C:2]1[CH:9]=[CH:8][C:5]([CH:6]=[O:7])=[CH:4][C:3]=1[O:10][CH3:11])[CH3:13]. (5) Given the reactants Cl[C:2]1[CH:15]=[CH:14][C:13]2[C:12]3[CH:16]=[CH:17][CH:18]=[CH:19][C:11]=3[C:10]3[C:5](=[N:6][C:7]([C:20]4[CH:25]=[CH:24][CH:23]=[CH:22][CH:21]=4)=[CH:8][CH:9]=3)[C:4]=2[N:3]=1.CC1(C)C(C)(C)OB([C:34]2[CH:39]=[CH:38][CH:37]=[C:36](B3OC(C)(C)C(C)(C)O3)[CH:35]=2)O1.[CH3:50][CH2:51]O, predict the reaction product. The product is: [C:20]1([C:7]2[N:6]=[C:5]3[C:10]([C:11]4[CH:19]=[CH:18][CH:17]=[CH:16][C:12]=4[C:13]4[CH:14]=[CH:15][C:2]([C:24]5[CH:23]=[CH:22][CH:21]=[C:20]([C:7]6[CH:8]=[CH:9][C:10]7[C:11]8[CH:12]=[CH:16][CH:17]=[CH:51][C:50]=8[C:13]8[C:4](=[N:3][C:2]([C:34]9[CH:35]=[CH:36][CH:37]=[CH:38][CH:39]=9)=[CH:15][CH:14]=8)[C:5]=7[N:6]=6)[CH:25]=5)=[N:3][C:4]=43)=[CH:9][CH:8]=2)[CH:25]=[CH:24][CH:23]=[CH:22][CH:21]=1. (6) Given the reactants [C:1]([OH:12])(=O)/[CH:2]=[CH:3]/[CH2:4][CH2:5][CH2:6][CH2:7][CH2:8][CH2:9][CH3:10].[CH:13]1([NH2:19])[CH2:18][CH2:17][CH2:16][CH2:15][CH2:14]1, predict the reaction product. The product is: [CH:13]1([NH:19][C:1](=[O:12])/[CH:2]=[CH:3]/[CH2:4][CH2:5][CH2:6][CH2:7][CH2:8][CH2:9][CH3:10])[CH2:18][CH2:17][CH2:16][CH2:15][CH2:14]1. (7) Given the reactants [N+:1]([C:4]1[CH:5]=[C:6]2[CH2:14][CH2:13][CH2:12][CH2:11][CH2:10][C:7]2=[N:8][CH:9]=1)([O-:3])=[O:2].C1C=C(Cl)C=C(C(OO)=[O:23])C=1.C(OC(C)C)(C)C, predict the reaction product. The product is: [N+:1]([C:4]1[CH2:9][N:8]([OH:23])[C:7]2[CH2:10][CH2:11][CH2:12][CH2:13][CH2:14][C:6]=2[CH:5]=1)([O-:3])=[O:2].